This data is from NCI-60 drug combinations with 297,098 pairs across 59 cell lines. The task is: Regression. Given two drug SMILES strings and cell line genomic features, predict the synergy score measuring deviation from expected non-interaction effect. (1) Drug 1: CN(C)C1=NC(=NC(=N1)N(C)C)N(C)C. Drug 2: C1=NC2=C(N=C(N=C2N1C3C(C(C(O3)CO)O)O)F)N. Cell line: ACHN. Synergy scores: CSS=1.42, Synergy_ZIP=0.315, Synergy_Bliss=4.92, Synergy_Loewe=-6.48, Synergy_HSA=0.951. (2) Drug 1: C1=C(C(=O)NC(=O)N1)F. Drug 2: CCCCC(=O)OCC(=O)C1(CC(C2=C(C1)C(=C3C(=C2O)C(=O)C4=C(C3=O)C=CC=C4OC)O)OC5CC(C(C(O5)C)O)NC(=O)C(F)(F)F)O. Cell line: T-47D. Synergy scores: CSS=22.7, Synergy_ZIP=-11.4, Synergy_Bliss=-11.5, Synergy_Loewe=-9.29, Synergy_HSA=-9.19. (3) Drug 2: CC(C)NC(=O)C1=CC=C(C=C1)CNNC.Cl. Synergy scores: CSS=3.33, Synergy_ZIP=-1.15, Synergy_Bliss=-0.624, Synergy_Loewe=0.0288, Synergy_HSA=0.101. Drug 1: C1=NNC2=C1C(=O)NC=N2. Cell line: 786-0. (4) Drug 1: C1=CC=C(C(=C1)C(C2=CC=C(C=C2)Cl)C(Cl)Cl)Cl. Drug 2: CC12CCC3C(C1CCC2O)C(CC4=C3C=CC(=C4)O)CCCCCCCCCS(=O)CCCC(C(F)(F)F)(F)F. Cell line: COLO 205. Synergy scores: CSS=5.32, Synergy_ZIP=-2.86, Synergy_Bliss=-4.35, Synergy_Loewe=-20.8, Synergy_HSA=-1.97. (5) Drug 1: CC(CN1CC(=O)NC(=O)C1)N2CC(=O)NC(=O)C2. Drug 2: C1CC(=O)NC(=O)C1N2C(=O)C3=CC=CC=C3C2=O. Cell line: SW-620. Synergy scores: CSS=39.2, Synergy_ZIP=1.19, Synergy_Bliss=0.908, Synergy_Loewe=-0.385, Synergy_HSA=1.57. (6) Drug 1: CC(CN1CC(=O)NC(=O)C1)N2CC(=O)NC(=O)C2. Drug 2: C1C(C(OC1N2C=NC(=NC2=O)N)CO)O. Cell line: SF-539. Synergy scores: CSS=16.6, Synergy_ZIP=-5.68, Synergy_Bliss=-2.18, Synergy_Loewe=-1.64, Synergy_HSA=-1.63. (7) Drug 1: CC1=C(C(=CC=C1)Cl)NC(=O)C2=CN=C(S2)NC3=CC(=NC(=N3)C)N4CCN(CC4)CCO. Drug 2: C1CNP(=O)(OC1)N(CCCl)CCCl. Cell line: SK-OV-3. Synergy scores: CSS=19.9, Synergy_ZIP=-5.78, Synergy_Bliss=0.134, Synergy_Loewe=-86.1, Synergy_HSA=2.06. (8) Drug 1: C1=CC=C(C=C1)NC(=O)CCCCCCC(=O)NO. Drug 2: CS(=O)(=O)OCCCCOS(=O)(=O)C. Cell line: K-562. Synergy scores: CSS=41.6, Synergy_ZIP=-2.80, Synergy_Bliss=-9.82, Synergy_Loewe=-15.9, Synergy_HSA=-5.81. (9) Drug 1: CCC1(CC2CC(C3=C(CCN(C2)C1)C4=CC=CC=C4N3)(C5=C(C=C6C(=C5)C78CCN9C7C(C=CC9)(C(C(C8N6C)(C(=O)OC)O)OC(=O)C)CC)OC)C(=O)OC)O.OS(=O)(=O)O. Drug 2: CN(CC1=CN=C2C(=N1)C(=NC(=N2)N)N)C3=CC=C(C=C3)C(=O)NC(CCC(=O)O)C(=O)O. Cell line: SNB-75. Synergy scores: CSS=4.85, Synergy_ZIP=-5.05, Synergy_Bliss=-0.390, Synergy_Loewe=-9.12, Synergy_HSA=-1.24. (10) Cell line: HCT-15. Synergy scores: CSS=44.9, Synergy_ZIP=-8.73, Synergy_Bliss=-9.91, Synergy_Loewe=-12.0, Synergy_HSA=-5.60. Drug 1: C1=CC(=CC=C1CCC2=CNC3=C2C(=O)NC(=N3)N)C(=O)NC(CCC(=O)O)C(=O)O. Drug 2: C1=CC(=CC=C1CCCC(=O)O)N(CCCl)CCCl.